From a dataset of Full USPTO retrosynthesis dataset with 1.9M reactions from patents (1976-2016). Predict the reactants needed to synthesize the given product. (1) Given the product [C:16]([O:20][C:21]([N:3]1[C:4](=[O:10])[CH:5]2[CH:2]1[CH:1]1[CH2:9][CH:6]2[CH:7]=[CH:8]1)=[O:22])([CH3:19])([CH3:18])[CH3:17], predict the reactants needed to synthesize it. The reactants are: [CH:1]12[CH2:9][CH:6]([CH:7]=[CH:8]1)[CH:5]1[CH:2]2[NH:3][C:4]1=[O:10].O1CCCC1.[C:16]([O:20][C:21](O[C:21]([O:20][C:16]([CH3:19])([CH3:18])[CH3:17])=[O:22])=[O:22])([CH3:19])([CH3:18])[CH3:17]. (2) Given the product [NH:72]1[CH2:76][CH2:75][CH2:74][C@H:73]1[C:77]1[NH:81][C:80]2[CH:82]=[C:83]([C:86]3[CH:95]=[C:94]4[C:89]([CH:90]=[CH:91][C:92]([C:96]5[CH:97]=[CH:98][C:99]([C:102]6[NH:106][C:105]([C@@H:107]7[CH2:111][CH2:110][CH2:109][N:108]7[C:112]([O:114][CH2:115][C:116]7[CH:117]=[CH:118][CH:119]=[CH:120][CH:121]=7)=[O:113])=[N:104][CH:103]=6)=[CH:100][CH:101]=5)=[CH:93]4)=[CH:88][CH:87]=3)[CH:84]=[CH:85][C:79]=2[N:78]=1, predict the reactants needed to synthesize it. The reactants are: C(O)(C(F)(F)F)=O.C(OC(N1CCC[C@H]1C1NC2C=C(C3C=C4C(=CC=3)C=C(C3C=CC(C5NC([C@@H]6CCCN6C(OCC6C=CC=CC=6)=O)=NC=5)=CC=3)C=C4)C=CC=2N=1)=O)(C)(C)C.C(OC([N:72]1[CH2:76][CH2:75][CH2:74][C@H:73]1[C:77]1[NH:81][C:80]2[CH:82]=[C:83]([C:86]3[CH:95]=[C:94]4[C:89]([CH:90]=[CH:91][C:92]([C:96]5[CH:101]=[CH:100][C:99]([C:102]6[NH:106][C:105]([C@@H:107]7[CH2:111][CH2:110][CH2:109][N:108]7[C:112]([O:114][CH2:115][C:116]7[CH:121]=[CH:120][CH:119]=[CH:118][CH:117]=7)=[O:113])=[N:104][CH:103]=6)=[CH:98][CH:97]=5)=[CH:93]4)=[CH:88][CH:87]=3)[CH:84]=[CH:85][C:79]=2[N:78]=1)=O)(C)(C)C.N1CCC[C@H]1C1NC2C=C(C3C=C4C(=CC=3)C=C(C3C=CC(C5NC([C@@H]6CCCN6C(OCC6C=CC=CC=6)=O)=NC=5)=CC=3)C=C4)C=CC=2N=1.